Dataset: Catalyst prediction with 721,799 reactions and 888 catalyst types from USPTO. Task: Predict which catalyst facilitates the given reaction. (1) Reactant: [CH3:1][C:2]1[C:3]([CH2:8][NH2:9])=[N:4][CH:5]=[CH:6][CH:7]=1.[CH3:10][C:11]1[C:12]([CH:17]=O)=[N:13][CH:14]=[CH:15][CH:16]=1.[BH-](OC(C)=O)(OC(C)=O)OC(C)=O.[Na+]. Product: [CH3:1][C:2]1[C:3]([CH2:8][NH:9][CH2:17][C:12]2[C:11]([CH3:10])=[CH:16][CH:15]=[CH:14][N:13]=2)=[N:4][CH:5]=[CH:6][CH:7]=1. The catalyst class is: 2. (2) Reactant: [NH2:1][CH:2]([C:9]1[CH:14]=[CH:13][CH:12]=[CH:11][CH:10]=1)[CH2:3][C:4]([O:6]CC)=[O:5].O.[OH-].[Na+]. Product: [NH2:1][C@H:2]([C:9]1[CH:14]=[CH:13][CH:12]=[CH:11][CH:10]=1)[CH2:3][C:4]([OH:6])=[O:5]. The catalyst class is: 21. (3) Reactant: O.[OH-].[Li+].[Cl:4][C:5]1[C:10]([C:11]([O:13]C)=[O:12])=[CH:9][N:8]=[C:7]([Cl:15])[CH:6]=1.Cl. Product: [Cl:4][C:5]1[C:10]([C:11]([OH:13])=[O:12])=[CH:9][N:8]=[C:7]([Cl:15])[CH:6]=1. The catalyst class is: 20. (4) Reactant: [CH:1]1[CH:6]=[N:5][CH:4]=[C:3]2[CH2:7][O:8][C:9]3[CH:10]=[C:11]([C:15]#[N:16])[CH:12]=[CH:13][C:14]=3[C:2]=12.Br[C:18]1[S:19][CH:20]=[C:21]([C:23]([O:25][CH2:26][CH3:27])=[O:24])[N:22]=1.[O-]P([O-])([O-])=O.[K+].[K+].[K+].[OH2:36]. Product: [CH:1]1[CH:6]=[N:5][CH:4]=[C:3]2[CH2:7][O:8][C:9]3[CH:10]=[C:11]([C:15]([NH:16][CH2:15][C:11]4[CH:10]=[C:9]([C:18]5[S:19][CH:20]=[C:21]([C:23]([O:25][CH2:26][CH3:27])=[O:24])[N:22]=5)[CH:14]=[CH:13][CH:12]=4)=[O:36])[CH:12]=[CH:13][C:14]=3[C:2]=12. The catalyst class is: 12.